Predict which catalyst facilitates the given reaction. From a dataset of Catalyst prediction with 721,799 reactions and 888 catalyst types from USPTO. (1) Reactant: Cl.[CH:2]1([C:5]2[C:6]([N:25]([C:30]3[CH:35]=[CH:34][C:33]([B:36]([OH:38])O)=[C:32]([CH2:39][O:40]COC)[CH:31]=3)[S:26]([CH3:29])(=[O:28])=[O:27])=[CH:7][C:8]3[O:12][C:11]([C:13]4[CH:18]=[CH:17][C:16]([F:19])=[CH:15][CH:14]=4)=[C:10]([C:20](=[O:23])[NH:21][CH3:22])[C:9]=3[CH:24]=2)[CH2:4][CH2:3]1. Product: [CH:2]1([C:5]2[C:6]([N:25]([C:30]3[CH:35]=[CH:34][C:33]4[B:36]([OH:38])[O:40][CH2:39][C:32]=4[CH:31]=3)[S:26]([CH3:29])(=[O:28])=[O:27])=[CH:7][C:8]3[O:12][C:11]([C:13]4[CH:14]=[CH:15][C:16]([F:19])=[CH:17][CH:18]=4)=[C:10]([C:20]([NH:21][CH3:22])=[O:23])[C:9]=3[CH:24]=2)[CH2:3][CH2:4]1. The catalyst class is: 83. (2) Reactant: Br[C:2]1[CH:3]=[C:4]([Cl:11])[C:5]([CH2:8][C:9]#[N:10])=[N:6][CH:7]=1.[F:12][C:13]([F:20])([F:19])[C:14]1[CH:18]=[CH:17][NH:16][N:15]=1.C(=O)([O-])[O-].[K+].[K+].CN[C@@H]1CCCC[C@H]1NC. The catalyst class is: 185. Product: [Cl:11][C:4]1[C:5]([CH2:8][C:9]#[N:10])=[N:6][CH:7]=[C:2]([N:16]2[CH:17]=[CH:18][C:14]([C:13]([F:20])([F:19])[F:12])=[N:15]2)[CH:3]=1.